This data is from Forward reaction prediction with 1.9M reactions from USPTO patents (1976-2016). The task is: Predict the product of the given reaction. (1) Given the reactants [O:1]1[C:5]2([CH2:10][CH2:9][C:8](=O)[CH2:7][CH2:6]2)[O:4][CH2:3][CH2:2]1.[CH3:12][O:13][C:14](=[O:23])[C:15]1[CH:20]=[C:19]([F:21])[CH:18]=[CH:17][C:16]=1[NH2:22].C(O[BH-](OC(=O)C)OC(=O)C)(=O)C.[Na+].S([O-])([O-])(=O)=O.[Na+].[Na+], predict the reaction product. The product is: [O:1]1[C:5]2([CH2:10][CH2:9][CH:8]([NH:22][C:16]3[CH:17]=[CH:18][C:19]([F:21])=[CH:20][C:15]=3[C:14]([O:13][CH3:12])=[O:23])[CH2:7][CH2:6]2)[O:4][CH2:3][CH2:2]1. (2) Given the reactants C1(C[N:8]2[CH2:17][CH2:16][N:15]3[C@H:10]([CH2:11][O:12][CH2:13][CH2:14]3)[CH2:9]2)C=CC=CC=1.[ClH:18], predict the reaction product. The product is: [ClH:18].[ClH:18].[CH2:11]1[C@@H:10]2[CH2:9][NH:8][CH2:17][CH2:16][N:15]2[CH2:14][CH2:13][O:12]1. (3) Given the reactants [C:1]1([C:7]2[NH:8][C:9]([C:22]3[CH:27]=[CH:26][N:25]=[CH:24][CH:23]=3)=[C:10]([C:12]3[CH:13]=[C:14]4[C:18](=[CH:19][CH:20]=3)[C:17](=O)[CH2:16][CH2:15]4)[N:11]=2)[CH:6]=[CH:5][CH:4]=[CH:3][CH:2]=1.Cl.[NH2:29][OH:30].Cl, predict the reaction product. The product is: [C:1]1([C:7]2[NH:8][C:9]([C:22]3[CH:27]=[CH:26][N:25]=[CH:24][CH:23]=3)=[C:10]([C:12]3[CH:13]=[C:14]4[C:18](=[CH:19][CH:20]=3)[C:17](=[N:29][OH:30])[CH2:16][CH2:15]4)[N:11]=2)[CH:6]=[CH:5][CH:4]=[CH:3][CH:2]=1.